Dataset: Full USPTO retrosynthesis dataset with 1.9M reactions from patents (1976-2016). Task: Predict the reactants needed to synthesize the given product. (1) Given the product [N:30]([C:23]1[N:22]=[CH:21][N:20]=[C:19]([O:18][C:15]2[CH:16]=[CH:17][C:12]([NH:11][C:9]([NH:8][C:5]3[CH:6]=[CH:7][C:2]([Br:1])=[C:3]([C:26]([F:29])([F:28])[F:27])[CH:4]=3)=[O:10])=[CH:13][CH:14]=2)[CH:24]=1)=[N+:31]=[N-:32], predict the reactants needed to synthesize it. The reactants are: [Br:1][C:2]1[CH:7]=[CH:6][C:5]([NH:8][C:9]([NH:11][C:12]2[CH:17]=[CH:16][C:15]([O:18][C:19]3[CH:24]=[C:23](Cl)[N:22]=[CH:21][N:20]=3)=[CH:14][CH:13]=2)=[O:10])=[CH:4][C:3]=1[C:26]([F:29])([F:28])[F:27].[N-:30]=[N+:31]=[N-:32].[Na+].O. (2) Given the product [C:19]([NH:29][CH2:30][CH2:31][CH2:32][CH2:33][CH2:34][O:15][CH2:14][CH2:13][O:12][CH2:11][CH2:10][O:9][CH2:8][CH2:7][O:6][CH2:5][CH2:4][O:3][CH2:2][CH2:1][OH:16])([O:21][CH2:22][C:23]1[CH:24]=[CH:25][CH:26]=[CH:27][CH:28]=1)=[O:20], predict the reactants needed to synthesize it. The reactants are: [CH2:1]([OH:16])[CH2:2][O:3][CH2:4][CH2:5][O:6][CH2:7][CH2:8][O:9][CH2:10][CH2:11][O:12][CH2:13][CH2:14][OH:15].[H-].[Na+].[C:19]([NH:29][CH2:30][CH2:31][CH2:32][CH2:33][CH2:34]Br)([O:21][CH2:22][C:23]1[CH:28]=[CH:27][CH:26]=[CH:25][CH:24]=1)=[O:20].